Dataset: NCI-60 drug combinations with 297,098 pairs across 59 cell lines. Task: Regression. Given two drug SMILES strings and cell line genomic features, predict the synergy score measuring deviation from expected non-interaction effect. (1) Drug 1: CCC1=CC2CC(C3=C(CN(C2)C1)C4=CC=CC=C4N3)(C5=C(C=C6C(=C5)C78CCN9C7C(C=CC9)(C(C(C8N6C)(C(=O)OC)O)OC(=O)C)CC)OC)C(=O)OC.C(C(C(=O)O)O)(C(=O)O)O. Drug 2: CC(C)(C#N)C1=CC(=CC(=C1)CN2C=NC=N2)C(C)(C)C#N. Cell line: MOLT-4. Synergy scores: CSS=61.3, Synergy_ZIP=-1.83, Synergy_Bliss=-0.342, Synergy_Loewe=-11.0, Synergy_HSA=-0.418. (2) Drug 1: CCC1(C2=C(COC1=O)C(=O)N3CC4=CC5=C(C=CC(=C5CN(C)C)O)N=C4C3=C2)O.Cl. Drug 2: C1C(C(OC1N2C=NC(=NC2=O)N)CO)O. Cell line: KM12. Synergy scores: CSS=40.2, Synergy_ZIP=-8.53, Synergy_Bliss=-3.24, Synergy_Loewe=-0.0478, Synergy_HSA=4.13. (3) Drug 1: CN(C)C1=NC(=NC(=N1)N(C)C)N(C)C. Drug 2: CC12CCC3C(C1CCC2OP(=O)(O)O)CCC4=C3C=CC(=C4)OC(=O)N(CCCl)CCCl.[Na+]. Cell line: COLO 205. Synergy scores: CSS=-19.8, Synergy_ZIP=2.42, Synergy_Bliss=-10.4, Synergy_Loewe=-18.1, Synergy_HSA=-17.2. (4) Drug 1: CC12CCC(CC1=CCC3C2CCC4(C3CC=C4C5=CN=CC=C5)C)O. Drug 2: CC1C(C(=O)NC(C(=O)N2CCCC2C(=O)N(CC(=O)N(C(C(=O)O1)C(C)C)C)C)C(C)C)NC(=O)C3=C4C(=C(C=C3)C)OC5=C(C(=O)C(=C(C5=N4)C(=O)NC6C(OC(=O)C(N(C(=O)CN(C(=O)C7CCCN7C(=O)C(NC6=O)C(C)C)C)C)C(C)C)C)N)C. Cell line: HCT116. Synergy scores: CSS=33.4, Synergy_ZIP=29.9, Synergy_Bliss=36.6, Synergy_Loewe=35.1, Synergy_HSA=35.2. (5) Drug 1: C1=CN(C=N1)CC(O)(P(=O)(O)O)P(=O)(O)O. Drug 2: C(CCl)NC(=O)N(CCCl)N=O. Cell line: ACHN. Synergy scores: CSS=4.00, Synergy_ZIP=0.867, Synergy_Bliss=1.50, Synergy_Loewe=2.54, Synergy_HSA=1.21.